This data is from Full USPTO retrosynthesis dataset with 1.9M reactions from patents (1976-2016). The task is: Predict the reactants needed to synthesize the given product. (1) Given the product [CH3:15][O:16][C:17]1[CH:24]=[C:23]([O:25][CH3:26])[CH:22]=[CH:21][C:18]=1[CH2:19][NH:20][C:2]1[CH:11]=[CH:10][C:9]2[C:4](=[CH:5][CH:6]=[C:7]([NH:12][C:31]([NH:30][CH:27]([CH3:29])[CH3:28])=[O:32])[CH:8]=2)[N:3]=1, predict the reactants needed to synthesize it. The reactants are: Cl[C:2]1[CH:11]=[CH:10][C:9]2[C:4](=[CH:5][CH:6]=[C:7]([N+:12]([O-])=O)[CH:8]=2)[N:3]=1.[CH3:15][O:16][C:17]1[CH:24]=[C:23]([O:25][CH3:26])[CH:22]=[CH:21][C:18]=1[CH2:19][NH2:20].[CH:27]([N:30]=[C:31]=[O:32])([CH3:29])[CH3:28]. (2) Given the product [C:1]([O:5][C:6]([NH:8][C:9]1[S:10][CH:11]=[C:12]([C:14]([OH:16])=[O:15])[N:13]=1)=[O:7])([CH3:4])([CH3:2])[CH3:3], predict the reactants needed to synthesize it. The reactants are: [C:1]([O:5][C:6]([NH:8][C:9]1[S:10][CH:11]=[C:12]([C:14]([O:16]CC)=[O:15])[N:13]=1)=[O:7])([CH3:4])([CH3:3])[CH3:2].O.[OH-].[Li+].O1CCOCC1. (3) Given the product [Cl:1][C:2]1[N:7]=[CH:6][C:5]2[CH2:8][CH2:9][O:10][C:11](=[O:12])[C:4]=2[CH:3]=1, predict the reactants needed to synthesize it. The reactants are: [Cl:1][C:2]1[N:7]=[CH:6][C:5]2[CH2:8][CH2:9][O:10][CH:11]([OH:12])[C:4]=2[CH:3]=1.